From a dataset of Full USPTO retrosynthesis dataset with 1.9M reactions from patents (1976-2016). Predict the reactants needed to synthesize the given product. (1) Given the product [CH3:28][C@@:27]12[C@H:9]3[C@@H:8]([OH:3])[CH2:7][C@:6]4([CH3:5])[C@@H:14]([C:15]([CH2:17][OH:18])=[O:16])[CH2:13][CH2:12][C@H:11]4[C@@H:10]3[CH2:19][CH2:20][C:21]1=[CH:22][C:23](=[O:24])[CH2:25][CH2:26]2, predict the reactants needed to synthesize it. The reactants are: CS(C)=[O:3].[CH3:5][C@@:6]12[C@@H:14]([C:15]([CH2:17][OH:18])=[O:16])[CH2:13][CH2:12][C@H:11]1[C@@H:10]1[CH2:19][CH2:20][C:21]3[C@@:27]([CH3:28])([C@H:9]1[CH2:8][CH2:7]2)[CH2:26][CH2:25][C:23](=[O:24])[CH:22]=3. (2) Given the product [ClH:47].[Br:1][C:2]1[C:3](=[O:28])[N:4]([C:19]2[CH:20]=[C:21]([CH2:22][N:30]([CH3:31])[CH3:29])[CH:24]=[CH:25][C:26]=2[CH3:27])[C:5]([CH3:18])=[CH:6][C:7]=1[O:8][CH2:9][C:10]1[CH:15]=[CH:14][C:13]([F:16])=[CH:12][C:11]=1[F:17], predict the reactants needed to synthesize it. The reactants are: [Br:1][C:2]1[C:3](=[O:28])[N:4]([C:19]2[CH:20]=[C:21]([CH:24]=[CH:25][C:26]=2[CH3:27])[CH:22]=O)[C:5]([CH3:18])=[CH:6][C:7]=1[O:8][CH2:9][C:10]1[CH:15]=[CH:14][C:13]([F:16])=[CH:12][C:11]=1[F:17].[CH3:29][NH:30][CH3:31].C(O[BH-](OC(=O)C)OC(=O)C)(=O)C.[Na+].C(Cl)[Cl:47].